From a dataset of Forward reaction prediction with 1.9M reactions from USPTO patents (1976-2016). Predict the product of the given reaction. (1) Given the reactants ClCCl.[CH3:4][O:5][C:6]1[CH:15]=[C:14]2[C:9]([CH:10]=[C:11]([C:20]([O:22][CH3:23])=[O:21])[C:12](=[O:19])[N:13]2[CH2:16][CH:17]=O)=[CH:8][CH:7]=1.[O:24]1[C:29]2[CH:30]=[CH:31][C:32]([CH2:34][N:35]([CH:43]3[CH2:48][CH2:47][NH:46][CH2:45][CH2:44]3)[C:36](=[O:42])[O:37][C:38]([CH3:41])([CH3:40])[CH3:39])=[CH:33][C:28]=2[O:27][CH2:26][CH2:25]1.C(O[BH-](OC(=O)C)OC(=O)C)(=O)C.[Na+], predict the reaction product. The product is: [C:38]([O:37][C:36]([N:35]([CH2:34][C:32]1[CH:31]=[CH:30][C:29]2[O:24][CH2:25][CH2:26][O:27][C:28]=2[CH:33]=1)[CH:43]1[CH2:48][CH2:47][N:46]([CH2:17][CH2:16][N:13]2[C:14]3[C:9](=[CH:8][CH:7]=[C:6]([O:5][CH3:4])[CH:15]=3)[CH:10]=[C:11]([C:20]([O:22][CH3:23])=[O:21])[C:12]2=[O:19])[CH2:45][CH2:44]1)=[O:42])([CH3:41])([CH3:39])[CH3:40]. (2) Given the reactants Br[C:2]1[CH:7]=[CH:6][C:5]([C:8]2([O:11][CH:12]([CH3:14])[CH3:13])[CH2:10][CH2:9]2)=[CH:4][CH:3]=1.[CH3:15][Si:16]([C:19]#[CH:20])([CH3:18])[CH3:17], predict the reaction product. The product is: [CH:12]([O:11][C:8]1([C:5]2[CH:6]=[CH:7][C:2]([C:20]#[C:19][Si:16]([CH3:18])([CH3:17])[CH3:15])=[CH:3][CH:4]=2)[CH2:10][CH2:9]1)([CH3:14])[CH3:13]. (3) Given the reactants C[O:2][C:3]([C:5]1[C:6]([CH2:22][C:23]([F:26])([F:25])[F:24])=[N:7][C:8]2[C:13]([C:14]=1[C:15]1[CH:20]=[CH:19][CH:18]=[CH:17][CH:16]=1)=[CH:12][C:11]([Cl:21])=[CH:10][CH:9]=2)=[O:4].[I-].[Li+], predict the reaction product. The product is: [Cl:21][C:11]1[CH:12]=[C:13]2[C:8](=[CH:9][CH:10]=1)[N:7]=[C:6]([CH2:22][C:23]([F:26])([F:24])[F:25])[C:5]([C:3]([OH:4])=[O:2])=[C:14]2[C:15]1[CH:16]=[CH:17][CH:18]=[CH:19][CH:20]=1. (4) Given the reactants Cl[C:2]1[N:7]=[C:6]([CH3:8])[N:5]=[C:4]([N:9]([CH2:19][C:20]2[CH:25]=[CH:24][C:23]([O:26][CH3:27])=[CH:22][CH:21]=2)[CH2:10][C:11]2[CH:16]=[CH:15][C:14]([O:17][CH3:18])=[CH:13][CH:12]=2)[N:3]=1.[F:28][C:29]1[C:34](B(O)O)=[CH:33][C:32]([CH:38]([C:40]2[CH:45]=[CH:44][C:43]([S:46][CH3:47])=[CH:42][CH:41]=2)[CH3:39])=[CH:31][N:30]=1.C([O-])(=O)C.[K+], predict the reaction product. The product is: [F:28][C:29]1[C:34]([C:2]2[N:7]=[C:6]([CH3:8])[N:5]=[C:4]([N:9]([CH2:19][C:20]3[CH:25]=[CH:24][C:23]([O:26][CH3:27])=[CH:22][CH:21]=3)[CH2:10][C:11]3[CH:16]=[CH:15][C:14]([O:17][CH3:18])=[CH:13][CH:12]=3)[N:3]=2)=[CH:33][C:32]([CH:38]([C:40]2[CH:41]=[CH:42][C:43]([S:46][CH3:47])=[CH:44][CH:45]=2)[CH3:39])=[CH:31][N:30]=1. (5) Given the reactants Cl[CH2:2][C:3]1[CH:4]=[C:5]([CH:20]=[CH:21][CH:22]=1)[O:6][CH2:7][C:8]1[N:9]=[C:10]([C:14]2[CH:19]=[CH:18][CH:17]=[CH:16][CH:15]=2)[O:11][C:12]=1[CH3:13].[OH:23][C:24]1[CH:29]=[CH:28][CH:27]=[CH:26][C:25]=1[CH2:30][C:31]([O:33][CH3:34])=[O:32].CN(C)C=O.[H-].[Na+], predict the reaction product. The product is: [CH3:13][C:12]1[O:11][C:10]([C:14]2[CH:19]=[CH:18][CH:17]=[CH:16][CH:15]=2)=[N:9][C:8]=1[CH2:7][O:6][C:5]1[CH:4]=[C:3]([CH:22]=[CH:21][CH:20]=1)[CH2:2][O:23][C:24]1[CH:29]=[CH:28][CH:27]=[CH:26][C:25]=1[CH2:30][C:31]([O:33][CH3:34])=[O:32]. (6) Given the reactants [Cl:1][C:2]1[CH:3]=[N:4][C:5]([N:8]2[CH2:13][CH2:12][CH:11]([CH2:14][CH2:15][CH2:16][O:17][C:18]3[CH:26]=[C:25]([CH3:27])[C:21]([C:22](O)=[O:23])=[C:20]([CH3:28])[CH:19]=3)[CH2:10][CH2:9]2)=[N:6][CH:7]=1.[C:29]([O:33][C:34](=[O:41])[NH:35][CH2:36][CH:37]([OH:40])[CH2:38][NH2:39])([CH3:32])([CH3:31])[CH3:30].C1C=CC2N(O)N=NC=2C=1.CCN(C(C)C)C(C)C.CCN=C=NCCCN(C)C, predict the reaction product. The product is: [C:29]([O:33][C:34](=[O:41])[NH:35][CH2:36][CH:37]([OH:40])[CH2:38][NH:39][C:22](=[O:23])[C:21]1[C:20]([CH3:28])=[CH:19][C:18]([O:17][CH2:16][CH2:15][CH2:14][CH:11]2[CH2:10][CH2:9][N:8]([C:5]3[N:4]=[CH:3][C:2]([Cl:1])=[CH:7][N:6]=3)[CH2:13][CH2:12]2)=[CH:26][C:25]=1[CH3:27])([CH3:32])([CH3:30])[CH3:31]. (7) Given the reactants S(=O)(=O)(O)O.[CH3:6][C:7]1([CH3:27])[C:16]2[C:11](=[CH:12][CH:13]=[C:14]([C:17]#[C:18][C:19]3[CH:26]=[CH:25][C:22](C#N)=[CH:21][N:20]=3)[CH:15]=2)[S:10][CH2:9][CH2:8]1.[C:28](=[O:31])([O-])[O-:29].[Na+].[Na+], predict the reaction product. The product is: [CH3:6][C:7]1([CH3:27])[C:16]2[C:11](=[CH:12][CH:13]=[C:14]([C:17]#[C:18][C:19]3[CH:26]=[CH:25][C:22]([C:28]([OH:29])=[O:31])=[CH:21][N:20]=3)[CH:15]=2)[S:10][CH2:9][CH2:8]1. (8) The product is: [C:28]([O:27][C:25]([NH:1][CH2:2][C:3]1[N:4]([CH2:21][CH:22]([CH3:24])[CH3:23])[C:5](=[O:20])[C:6]2[C:11]([C:12]=1[C:13]1[CH:18]=[CH:17][CH:16]=[CH:15][CH:14]=1)=[CH:10][C:9]([Br:19])=[CH:8][CH:7]=2)=[O:26])([CH3:31])([CH3:30])[CH3:29]. Given the reactants [NH2:1][CH2:2][C:3]1[N:4]([CH2:21][CH:22]([CH3:24])[CH3:23])[C:5](=[O:20])[C:6]2[C:11]([C:12]=1[C:13]1[CH:18]=[CH:17][CH:16]=[CH:15][CH:14]=1)=[CH:10][C:9]([Br:19])=[CH:8][CH:7]=2.[C:25](O[C:25]([O:27][C:28]([CH3:31])([CH3:30])[CH3:29])=[O:26])([O:27][C:28]([CH3:31])([CH3:30])[CH3:29])=[O:26].O, predict the reaction product.